This data is from Catalyst prediction with 721,799 reactions and 888 catalyst types from USPTO. The task is: Predict which catalyst facilitates the given reaction. (1) Reactant: [CH2:1]=[CH:2][CH:3]=[CH2:4].[CH3:5][CH2:6][C:7]([CH2:9][CH2:10]/[CH:11]=[C:12](/[CH2:14][CH2:15][CH:16]=[C:17]([CH3:19])[CH3:18])\[CH3:13])=[CH2:8]. Product: [CH3:5][CH2:6][C:7]([CH2:9][CH2:10]/[CH:11]=[C:12](/[CH2:14][CH2:15][CH:16]=[C:17]([CH3:18])[CH3:19])\[CH3:13])=[CH2:8].[CH2:1]=[CH:2][CH:3]=[CH2:4]. The catalyst class is: 5. (2) Reactant: Br[C:2]1[CH:3]=[C:4]([N:22]([CH2:29][CH2:30][CH3:31])[CH:23]2[CH2:28][CH2:27][O:26][CH2:25][CH2:24]2)[C:5]([CH3:21])=[C:6]([CH:20]=1)[C:7]([NH:9][CH2:10][C:11]1[C:12](=[O:19])[NH:13][C:14]([CH3:18])=[CH:15][C:16]=1[CH3:17])=[O:8].CC1(C)C(C)(C)OB([C:40]2[CH:52]=[CH:51][C:43]([CH2:44][N:45]3[CH2:50][CH2:49][O:48][CH2:47][CH2:46]3)=[CH:42][CH:41]=2)O1.C([O-])([O-])=O.[Na+].[Na+]. Product: [CH3:17][C:16]1[CH:15]=[C:14]([CH3:18])[NH:13][C:12](=[O:19])[C:11]=1[CH2:10][NH:9][C:7]([C:6]1[CH:20]=[C:2]([C:40]2[CH:41]=[CH:42][C:43]([CH2:44][N:45]3[CH2:50][CH2:49][O:48][CH2:47][CH2:46]3)=[CH:51][CH:52]=2)[CH:3]=[C:4]([N:22]([CH2:29][CH2:30][CH3:31])[CH:23]2[CH2:28][CH2:27][O:26][CH2:25][CH2:24]2)[C:5]=1[CH3:21])=[O:8]. The catalyst class is: 70. (3) Reactant: Br[C:2]1[CH:18]=[CH:17][C:5]2[S:6][C:7]([C:10]3[CH:15]=[CH:14][N:13]=[C:12]([NH2:16])[N:11]=3)=[C:8]([CH3:9])[C:4]=2[CH:3]=1.[CH3:19][O:20][C:21]1[CH:22]=[C:23]([SH:27])[CH:24]=[CH:25][CH:26]=1.C(N)C.CC1(C)C2C(=C(P(C3C=CC=CC=3)C3C=CC=CC=3)C=CC=2)OC2C(P(C3C=CC=CC=3)C3C=CC=CC=3)=CC=CC1=2. Product: [CH3:19][O:20][C:21]1[CH:22]=[C:23]([S:27][C:2]2[CH:18]=[CH:17][C:5]3[S:6][C:7]([C:10]4[CH:15]=[CH:14][N:13]=[C:12]([NH2:16])[N:11]=4)=[C:8]([CH3:9])[C:4]=3[CH:3]=2)[CH:24]=[CH:25][CH:26]=1. The catalyst class is: 102. (4) Reactant: C([Li])CCC.CCCCCC.CN(CCN(C)C)C.[CH3:20][C:21]1[S:25][C:24]2[C:26](=O)[CH2:27][CH2:28][C:23]=2[CH:22]=1.[CH2:30]([N:32]1[C:41]2[C:36](=[CH:37][C:38]([CH:42]([CH3:44])[CH3:43])=[CH:39][CH:40]=2)[C:35](=[O:45])C=C1C1OC=CC=1)[CH3:31]. Product: [CH2:30]([N:32]1[C:41]2[C:36](=[CH:37][C:38]([CH:42]([CH3:44])[CH3:43])=[CH:39][CH:40]=2)[C:35](=[O:45])[C:27]2[CH2:28][C:23]3[CH:22]=[C:21]([CH3:20])[S:25][C:24]=3[C:26]1=2)[CH3:31]. The catalyst class is: 683.